This data is from Human Reference Interactome with 51,813 positive PPI pairs across 8,248 proteins, plus equal number of experimentally-validated negative pairs. The task is: Binary Classification. Given two protein amino acid sequences, predict whether they physically interact or not. (1) Protein 1 (ENSG00000150630) has sequence MHLLGFFSVACSLLAAALLPGPREAPAAAAAFESGLDLSDAEPDAGEATAYASKDLEEQLRSVSSVDELMTVLYPEYWKMYKCQLRKGGWQHNREQANLNSRTEETIKFAAAHYNTEILKSIDNEWRKTQCMPREVCIDVGKEFGVATNTFFKPPCVSVYRCGGCCNSEGLQCMNTSTSYLSKTLFEITVPLSQGPKPVTISFANHTSCRCMSKLDVYRQVHSIIRRSLPATLPQCQAANKTCPTNYMWNNHICRCLAQEDFMFSSDAGDDSTDGFHDICGPNKELDEETCQCVCRAGLR.... Protein 2 (ENSG00000143862) has sequence MIALFNKLLDWFKALFWKEEMELTLVGLQYSGKTTFVNVIASGQFNEDMIPTVGFNMRKITKGNVTIKLWDIGGQPRFRSMWERYCRGVSAIVYMVDAADQEKIEASKNELHNLLDKPQLQGIPVLVLGNKRDLPGALDEKELIEKMNLSAIQDREICCYSISCKEKDNIDITLQWLIQHSKSRRS*MIALFNKLLDWFKALFWKEEMELTLVGLQYSGKTTFVNVIASGQFNEDMIPTVGFNMRKITKGNVTIKLWDIGGQPRFRSMWERYCRGVSAIVYMVDAADQEKIEASKNELHN.... Result: 0 (the proteins do not interact). (2) Protein 1 (ENSG00000171163) has sequence MASSPAVDVSCRRREKRRQLDARRSKCRIRLGGHMEQWCLLKERLGFSLHSQLAKFLLDRYTSSGCVLCAGPEPLPPKGLQYLVLLSHAHSRECSLVPGLRGPGGQDGGLVWECSAGHTFSWGPSLSPTPSEAPKPASLPHTTRRSWCSEATSGQELADLESEHDERTQEARLPRRVGPPPETFPPPGEEEGEEEEDNDEDEEEMLSDASLWTYSSSPDDSEPDAPRLLPSPVTCTPKEGETPPAPAALSSPLAVPALSASSLSSRAPPPAEVRVQPQLSRTPQAAQQTEALASTGSQAQ.... Protein 2 (ENSG00000167014) has sequence MFQGQRGWFCGSVSQDLRQFWVAEGGTISDPRAADFLFSCDASHPDTLRIYQSLDYIEDNATVFHAYYLSAVANAKIKNSVALGHFILPPACLQKEIRRKIGSFIWEQDQHFLIEKHDEVTPNEIKTLRENSELATEHKKELSKSPEKHFIRTPVVEKQMYFPLQNYPVNNMVTGYISIDAMKKFLGELHDFIPGTSGYLAYHVQNEINMSAIKNKLKRK*XGWFCGSVSQDLRQFWGRKLSGSSGLGGEGSILLSLMLWVQGA*MFQGQRGWFCGSVSQDLRQFWGRKLSGSSGLGGEG.... Result: 0 (the proteins do not interact). (3) Protein 1 (ENSG00000154114) has sequence MDQPSGRSFMQVLCEKYSPENFPYRRGPGMGVHVPATPQGSPMKDRLNLPSVLVLNSCGITCAGDEKEIAAFCAHVSELDLSDNKLEDWHEKEHVLGPSLGFANLSSTTAKLLGRRST*MDQPSGRSFMQVLCEKYSPENFPYRRGPGMGVHVPATPQGSPMKDRLNLPSVLVLNSCGITCAGDEKEIAAFCAHVSELDLSDNKLEDWHEVSKIVSNVPQLEFLNLSSNPLNLSVLERTCAGSFSGVRKLVLNNSKASWETVHMILQELPDLEELFLCLNDYETVSCPSICCHSLKLLHI.... Protein 2 (ENSG00000213923) has sequence XRNPEDVDRERREHEREERMGQLRGSATRALPPGPPTGATANRLRSAAEPVASTPASRIQPAGNTSPRAISRVDRERKVSMRLHRGAPANVSSSDLTGRQEVSRIPASQTSVPFDHLGK*MELRVGNKYRLGRKIGSGSFGDIYLGANIASGEEVAIKLECVKTKHPQLHIESKFYKMMQGGVGIPSIKWCGAEGDYNVMVMELLGPSLEDLFNFCSRKFSLKTVLLLADQMISRIEYIHSKNFIHRDVKPDNFLMGLGKKGNLVYIIDFGLAKKYRDARTHQHIPYRENKNLTGTARYA.... Result: 0 (the proteins do not interact). (4) Protein 1 (ENSG00000136197) has sequence MSAHSMLCERIAIAKELIKRAESLSRSRKGGIEGGAKLCSKLKAELKFLQKVEAGKVAIKESHLQSTNLTHLRAIVESAENLEEVVSVLHVFGYTDTLGEKQTLVVDVVANGGHTWVKAIGRKAEALHNIWLGRGQYGDKSIIEQAEDFLQASHQQPVQYSNPHIIFAFYNSVSSPMAEKLKEMGISVRGDIVAVNALLDHPEELQPSESESDDEGPELLQVTRVDRENILASVAFPTEIKVDVCKRVNLDITTLITYVSALSYGGCHFIFKEKVLTEQAEQERKEQVLPQLEAFMKDKE.... Protein 2 (ENSG00000128805) has sequence MLSPKIRQARRARSKSLVMGEQSRSPGRMPCPHRLGPVLKAGWLKKQRSIMKNWQQRWFVLRGDQLFYYKDKDEIKPQGFISLQGTQVTELPPGPEDPGKHLFEISPGGAGEREKVPANPEALLLMASSQRDMEDWVQAIRRVIWAPLGGGIFGQRLEETVHHERKYGPRLAPLLVEQCVDFIRERGLTEEGLFRMPGQANLVRDLQDSFDCGEKPLFDSTTDVHTVASLLKLYLRELPEPVVPFARYEDFLSCAQLLTKDEGEGTLELAKQVSNLPQANYNLLRYICKFLDEVQAYSNV.... Result: 0 (the proteins do not interact). (5) Protein 1 (ENSG00000088682) has sequence MAAAAVSGALGRAGWRLLQLRCLPVARCRQALVPRAFHASAVGLRSSDEQKQQPPNSFSQQHSETQGAEKPDPESSHSPPRYTDQGGEEEEDYESEEQLQHRILTAALEFVPAHGWTAEAIAEGAQSLGLSSAAASMFGKDGSELILHFVTQCNTRLTRVLEEEQKLVQLGQAEKRKTDQFLRDAVETRLRMLIPYIEHWPRALSILMLPHNIPSSLSLLTSMVDDMWHYAGDQSTDFNWYTRRAMLAAIYNTTELVMMQDSSPDFEDTWRFLENRVNDAMNMGHTAKQVKSTGEALVQG.... Protein 2 (ENSG00000174718) has sequence MNWNEKPKSATLPPLYPKSQPPFLHQSLINQITTTSQSSFSYPGSNQEACMYPGNSNPISQPLLNIQNYPQQISVSDMHNGTVVASHTSVERITYANVNGPKQLTHNLQMSSGVTQNVWLNSPMRNPVHSHIGATVSHQTDFGANVPNMPALQSQLITSDTYSMQMQMIPSNSTRLPVAYQGNQGLNQSFSEQQVDWTQQCISKGLTYPDYRPPPKLYRYSPQSFLPDSTIQKQNFIPHTSLQVKNSQLLNSVLTLPSRQTSAVPSQQYATQTDKRPPPPPYNCRYGSQPLQSTQHITKH.... Result: 0 (the proteins do not interact). (6) Protein 1 (ENSG00000140859) has sequence MVPSRRTWNLGATPSLRGLWRVGRAPEPEPGMARPAPAPASPAARPFPHTGPGRLRTGRGKDTPVCGDEDSSARSAARPALAQCRALSVDWAGPGSPHGLYLTLQVEHLKEKLISQAQEVSRLRSELGGTDLEKHRDLLMVENERLRQEMRRCEAELQELRTKPAGPCPGCEHSQESAQLRDKLSQLQLEMAESKGMLSELNLEVQQKTDRLAEVELRLKDCLAEKAQEEERLSRRLRDSHETIASLRAQSPPVKYVIKTVEVESSKTKQALSESQARNQHLQEQVAMQRQVLKEMEQQL.... Protein 2 (ENSG00000168040) has sequence MDPFLVLLHSVSSSLSSSELTELKFLCLGRVGKRKLERVQSGLDLFSMLLEQNDLEPGHTELLRELLASLRRHDLLRRVDDFEAGAAAGAAPGEEDLCAAFNVICDNVGKDWRRLARQLKVSDTKIDSIEDRYPRNLTERVRESLRIWKNTEKENATVAHLVGALRSCQMNLVADLVQEVQQARDLQNRSGAMSPMSWNSDASTSEAS*. Result: 0 (the proteins do not interact). (7) Protein 1 (ENSG00000000457) has sequence MGSENSALKSYTLREPPFTLPSGLAVYPAVLQDGKFASVFVYKRENEDKVNKAAKHLKTLRHPCLLRFLSCTVEADGIHLVTERVQPLEVALETLSSAEVCAGIYDILLALIFLHDRGHLTHNNVCLSSVFVSEDGHWKLGGMETVCKVSQATPEFLRSIQSIRDPASIPPEEMSPEFTTLPECHGHARDAFSFGTLVESLLTILNEQVSADVLSSFQQTLHSTLLNPIPKCRPALCTLLSHDFFRNDFLEVVNFLKSLTLKSEEEKTEFFKFLLDRVSCLSEELIASRLVPLLLNQLVF.... Protein 2 (ENSG00000167208) has sequence MASPEHPGSPGCMGPITQCTARTQQEAPATGPDLPHPGPDGHLDTHSGLSSNSSMTTRELQQYWQNQKCRWKHVKLLFEIASARIEERKVSKFVMGKSRPGEMTYPGSRGETGTAPEPDPRCPRQSDML*MASPEHPGSPGCMGPITQCTARTQQEAPATGPDLPHPGPDGHLDTHSGLSSNSSMTTRELQQYWQNQKCRWKHVKLLFEIASARIEERKVSKFVVYQIIVIQTGSFDNNKAVLERRYSDFAKLQKALLKTFREEIEDVEFPRKHLTGNFAEEMICERRRALQEYLGLLYA.... Result: 0 (the proteins do not interact).